From a dataset of Forward reaction prediction with 1.9M reactions from USPTO patents (1976-2016). Predict the product of the given reaction. (1) Given the reactants [F:1][C:2]1[CH:3]=[CH:4][C:5]([NH:11][CH2:12][CH2:13][O:14][C:15]([F:18])([F:17])[F:16])=[C:6]([CH:10]=1)[C:7]([OH:9])=O.[CH3:19][C:20]([NH2:24])([C:22]#[CH:23])[CH3:21].C1C=CC2N(O)N=NC=2C=1.CCN=C=NCCCN(C)C.CCN(C(C)C)C(C)C, predict the reaction product. The product is: [F:1][C:2]1[CH:3]=[CH:4][C:5]([NH:11][CH2:12][CH2:13][O:14][C:15]([F:18])([F:17])[F:16])=[C:6]([CH:10]=1)[C:7]([NH:24][C:20]([CH3:21])([C:22]#[CH:23])[CH3:19])=[O:9]. (2) Given the reactants [C:1]1([N:7]([CH2:27][CH2:28][C:29]([O:31][CH3:32])=[O:30])[C:8]([C:10]2[CH:11]=[C:12]3[C:16](=[CH:17][CH:18]=2)[N:15](C(OC(C)(C)C)=O)[C:14]([CH3:26])=[CH:13]3)=[O:9])[CH:6]=CC=[CH:3][CH:2]=1.BrN1C(=O)C[CH2:36][C:35]1=O.N(C(C)(C)C#N)=NC(C)(C)C#N.[NH2:53][C:54]1[CH:61]=[CH:60][C:57]([C:58]#[N:59])=[CH:56][CH:55]=1, predict the reaction product. The product is: [C:1]1([N:7]([CH2:27][CH2:28][C:29]([O:31][CH3:32])=[O:30])[C:8]([C:10]2[CH:11]=[C:12]3[C:16](=[CH:17][CH:18]=2)[NH:15][C:14]([CH2:26][NH:53][C:54]2[CH:61]=[CH:60][C:57]([C:58]#[N:59])=[CH:56][CH:55]=2)=[CH:13]3)=[O:9])[CH:2]=[CH:3][CH:36]=[CH:35][CH:6]=1. (3) Given the reactants [CH:1]1([N:7]([CH3:26])[C:8]([C:10]2[N:11]([CH3:25])[C:12]([C:15]3[S:23][C:22]4[C:17](=[N:18][CH:19]=[CH:20][C:21]=4Cl)[CH:16]=3)=[CH:13][N:14]=2)=[O:9])[CH2:6][CH2:5][CH2:4][CH2:3][CH2:2]1.[CH3:27][C:28]1[NH:29][C:30]2[C:35]([CH:36]=1)=[CH:34][C:33]([NH2:37])=[CH:32][CH:31]=2, predict the reaction product. The product is: [CH:1]1([N:7]([CH3:26])[C:8]([C:10]2[N:11]([CH3:25])[C:12]([C:15]3[S:23][C:22]4[C:17](=[N:18][CH:19]=[CH:20][C:21]=4[NH:37][C:33]4[CH:34]=[C:35]5[C:30](=[CH:31][CH:32]=4)[NH:29][C:28]([CH3:27])=[CH:36]5)[CH:16]=3)=[CH:13][N:14]=2)=[O:9])[CH2:6][CH2:5][CH2:4][CH2:3][CH2:2]1. (4) Given the reactants Cl[CH2:2][CH2:3][CH2:4][O:5][C:6]([N:8]1[CH2:12][CH:11]([N:13]([CH2:15][C:16]2[CH:21]=[CH:20][C:19]([C:22]([F:25])([F:24])[F:23])=[C:18]([F:26])[CH:17]=2)[CH3:14])[CH:10]([C:27]2[CH:32]=[CH:31][C:30]([Cl:33])=[C:29]([Cl:34])[CH:28]=2)[CH2:9]1)=[O:7].[C-:35]#[N:36].[K+], predict the reaction product. The product is: [C:35]([CH2:2][CH2:3][CH2:4][O:5][C:6]([N:8]1[CH2:12][CH:11]([N:13]([CH2:15][C:16]2[CH:21]=[CH:20][C:19]([C:22]([F:23])([F:24])[F:25])=[C:18]([F:26])[CH:17]=2)[CH3:14])[CH:10]([C:27]2[CH:32]=[CH:31][C:30]([Cl:33])=[C:29]([Cl:34])[CH:28]=2)[CH2:9]1)=[O:7])#[N:36]. (5) Given the reactants [Si]([O:8][C:9]1[CH:10]=[CH:11][C:12]([CH:36]2[CH2:45][CH2:44][C:43]3[C:38](=[CH:39][CH:40]=[C:41]([O:46][Si](C(C)(C)C)(C)C)[CH:42]=3)[CH2:37]2)=[C:13]([N:15]([CH2:33][CH2:34][F:35])[CH2:16][C:17]2[CH:22]=[CH:21][C:20]([O:23][CH2:24][CH2:25][N:26]3[CH2:31][CH2:30][CH2:29][CH2:28][CH2:27]3)=[C:19]([F:32])[CH:18]=2)[CH:14]=1)(C(C)(C)C)(C)C.[F-].C([N+](CCCC)(CCCC)CCCC)CCC.Cl.CO.N, predict the reaction product. The product is: [F:35][CH2:34][CH2:33][N:15]([CH2:16][C:17]1[CH:22]=[CH:21][C:20]([O:23][CH2:24][CH2:25][N:26]2[CH2:27][CH2:28][CH2:29][CH2:30][CH2:31]2)=[C:19]([F:32])[CH:18]=1)[C:13]1[CH:14]=[C:9]([OH:8])[CH:10]=[CH:11][C:12]=1[CH:36]1[CH2:45][CH2:44][C:43]2[CH:42]=[C:41]([OH:46])[CH:40]=[CH:39][C:38]=2[CH2:37]1. (6) Given the reactants [NH2:1][C:2]1[CH:3]=[C:4]2[C:20](=[O:21])[NH:19][N:18]=[CH:17][C:6]3=[C:7]([C:11]4[CH:16]=[CH:15][CH:14]=[CH:13][CH:12]=4)[NH:8][C:9]([CH:10]=1)=[C:5]23.[F:22][C:23]([F:30])([F:29])[CH2:24][CH2:25][C:26](O)=[O:27].C(N(CC)CC)C.F[P-](F)(F)(F)(F)F.N1(OC(N(C)C)=[N+](C)C)C2N=CC=CC=2N=N1, predict the reaction product. The product is: [F:22][C:23]([F:30])([F:29])[CH2:24][CH2:25][C:26]([NH:1][C:2]1[CH:3]=[C:4]2[C:20](=[O:21])[NH:19][N:18]=[CH:17][C:6]3=[C:7]([C:11]4[CH:12]=[CH:13][CH:14]=[CH:15][CH:16]=4)[NH:8][C:9]([CH:10]=1)=[C:5]23)=[O:27].